From a dataset of Reaction yield outcomes from USPTO patents with 853,638 reactions. Predict the reaction yield, written as a fraction of the theoretical maximum amount of product (1.0 means a 100% yield; for example, 0.34 means a 34% yield). (1) The reactants are [Cl:1][C:2]1[CH:3]=[C:4]([C:12]([C@H:14]2[CH2:16][C@@H:15]2[C:17]([OH:19])=[O:18])=[O:13])[CH:5]=[CH:6][C:7]=1[O:8][CH:9]([CH3:11])[CH3:10].[OH-].[Na+:21]. The catalyst is C(OCC)C. The product is [Cl:1][C:2]1[CH:3]=[C:4]([C:12]([C@H:14]2[CH2:16][C@@H:15]2[C:17]([O-:19])=[O:18])=[O:13])[CH:5]=[CH:6][C:7]=1[O:8][CH:9]([CH3:10])[CH3:11].[Na+:21]. The yield is 0.620. (2) No catalyst specified. The product is [CH3:31][N:32]1[C:40]2[C:35](=[C:36]([C:18]3[N:19]([C:24]([O:26][C:27]([CH3:28])([CH3:29])[CH3:30])=[O:25])[CH2:20][CH2:21][O:22][CH:23]=3)[CH:37]=[CH:38][CH:39]=2)[CH:34]=[N:33]1. The yield is 0.450. The reactants are O(P(O[C:18]1[N:19]([C:24]([O:26][C:27]([CH3:30])([CH3:29])[CH3:28])=[O:25])[CH2:20][CH2:21][O:22][CH:23]=1)(OC1C=CC=CC=1)=O)C1C=CC=CC=1.[CH3:31][N:32]1[C:40]2[C:35](=[C:36](B3OC(C)(C)C(C)(C)O3)[CH:37]=[CH:38][CH:39]=2)[CH:34]=[N:33]1.